Dataset: Full USPTO retrosynthesis dataset with 1.9M reactions from patents (1976-2016). Task: Predict the reactants needed to synthesize the given product. (1) Given the product [C:1]([O:4][C@H:5]1[C@H:10]([C:11]2[CH:16]=[CH:15][C:14]([Cl:17])=[C:13]([CH2:18][C:19]3[CH:20]=[CH:21][C:22]([C:25](=[O:46])[CH3:26])=[CH:23][CH:24]=3)[CH:12]=2)[C@@H:9]([O:27][C:28](=[O:30])[CH3:29])[C@H:8]([CH2:31][O:32][C:33](=[O:35])[CH3:34])[C@@H:7]([O:36][C:37](=[O:39])[CH3:38])[C@@H:6]1[O:40][C:41](=[O:43])[CH3:42])(=[O:3])[CH3:2], predict the reactants needed to synthesize it. The reactants are: [C:1]([O:4][C@H:5]1[C@H:10]([C:11]2[CH:16]=[CH:15][C:14]([Cl:17])=[C:13]([CH2:18][C:19]3[CH:24]=[CH:23][C:22]([CH2:25][CH3:26])=[CH:21][CH:20]=3)[CH:12]=2)[C@@H:9]([O:27][C:28](=[O:30])[CH3:29])[C@H:8]([CH2:31][O:32][C:33](=[O:35])[CH3:34])[C@@H:7]([O:36][C:37](=[O:39])[CH3:38])[C@@H:6]1[O:40][C:41](=[O:43])[CH3:42])(=[O:3])[CH3:2].C(O)(=[O:46])C. (2) Given the product [CH3:22][O:23][C:2]1[N:3]=[N:4][C:5]([O:8][CH2:9][C:10]2[C:11]([C:16]3[CH:21]=[CH:20][CH:19]=[CH:18][CH:17]=3)=[N:12][O:13][C:14]=2[CH3:15])=[CH:6][CH:7]=1, predict the reactants needed to synthesize it. The reactants are: Cl[C:2]1[N:3]=[N:4][C:5]([O:8][CH2:9][C:10]2[C:11]([C:16]3[CH:21]=[CH:20][CH:19]=[CH:18][CH:17]=3)=[N:12][O:13][C:14]=2[CH3:15])=[CH:6][CH:7]=1.[CH3:22][O-:23].[Na+]. (3) Given the product [Br:1][C:2]1[CH:12]=[C:11]2[C:5](=[CH:4][CH:3]=1)[CH:6]1[CH2:20][CH:8]([CH2:7]1)[N:9]1[C:10]2=[N:13][CH:14]=[CH:15]1, predict the reactants needed to synthesize it. The reactants are: [Br:1][C:2]1[CH:12]=[C:11]2[C:5]([CH:6]3[CH2:20][CH:8]([N:9]=[C:10]2[NH:13][CH2:14][CH:15](OC)OC)[CH2:7]3)=[CH:4][CH:3]=1.Cl. (4) The reactants are: [F:1][C:2]([F:21])([F:20])[C:3]1[CH:12]=[C:11]2[C:6]([CH:7]=[CH:8][N:9]([C@@H:14]([CH2:18][CH3:19])[C:15](O)=[O:16])[C:10]2=[O:13])=[CH:5][CH:4]=1.C([O:26][C:27](=[O:45])[CH2:28][C@H:29]([NH2:44])[CH:30]([OH:43])[CH2:31][O:32][C:33]1[C:38]([F:39])=[C:37]([F:40])[CH:36]=[C:35]([F:41])[C:34]=1[F:42])(C)(C)C. Given the product [F:20][C:2]([F:1])([F:21])[C:3]1[CH:12]=[C:11]2[C:6]([CH:7]=[CH:8][N:9]([C@@H:14]([CH2:18][CH3:19])[C:15]([NH:44][C@H:29]([C:30](=[O:43])[CH2:31][O:32][C:33]3[C:38]([F:39])=[C:37]([F:40])[CH:36]=[C:35]([F:41])[C:34]=3[F:42])[CH2:28][C:27]([OH:45])=[O:26])=[O:16])[C:10]2=[O:13])=[CH:5][CH:4]=1, predict the reactants needed to synthesize it.